This data is from Forward reaction prediction with 1.9M reactions from USPTO patents (1976-2016). The task is: Predict the product of the given reaction. (1) Given the reactants [CH2:1]([N:8]1[CH2:13][CH2:12][CH2:11][C@@H:10]([NH:14][CH3:15])[CH2:9]1)[C:2]1[CH:7]=[CH:6][CH:5]=[CH:4][CH:3]=1.Cl[C:17]1[C:18]2[CH:25]=[CH:24][N:23]([S:26]([C:29]3[CH:35]=[CH:34][C:32]([CH3:33])=[CH:31][CH:30]=3)(=[O:28])=[O:27])[C:19]=2[N:20]=[CH:21][N:22]=1.CCN(C(C)C)C(C)C, predict the reaction product. The product is: [CH2:1]([N:8]1[CH2:13][CH2:12][CH2:11][C@@H:10]([N:14]([CH3:15])[C:17]2[C:18]3[CH:25]=[CH:24][N:23]([S:26]([C:29]4[CH:35]=[CH:34][C:32]([CH3:33])=[CH:31][CH:30]=4)(=[O:28])=[O:27])[C:19]=3[N:20]=[CH:21][N:22]=2)[CH2:9]1)[C:2]1[CH:3]=[CH:4][CH:5]=[CH:6][CH:7]=1. (2) The product is: [C:10]([C:12]1[CH:13]=[CH:14][C:15]([CH:21]2[C:26]3[C:27](=[O:30])[CH2:28][CH2:29][C:25]=3[N:24]([C:31]3[CH:36]=[CH:35][CH:34]=[C:33]([C:37]([F:39])([F:40])[F:38])[CH:32]=3)[C:23](=[O:41])[N:22]2[CH3:42])=[C:16]([CH:20]=1)[C:17]([NH:1][C:2]([C:3]#[N:4])([CH3:6])[CH3:5])=[O:18])#[N:11]. Given the reactants [NH2:1][C:2]([CH3:6])([CH3:5])[C:3]#[N:4].C(#N)C.[C:10]([C:12]1[CH:13]=[CH:14][C:15]([CH:21]2[C:26]3[C:27](=[O:30])[CH2:28][CH2:29][C:25]=3[N:24]([C:31]3[CH:36]=[CH:35][CH:34]=[C:33]([C:37]([F:40])([F:39])[F:38])[CH:32]=3)[C:23](=[O:41])[N:22]2[CH3:42])=[C:16]([CH:20]=1)[C:17](Cl)=[O:18])#[N:11], predict the reaction product. (3) Given the reactants [C:1]([O:5][C:6]([N:8]1[C@H:13]([CH2:14][NH2:15])[CH2:12][C@H:11]2[C@@H:9]1[CH2:10]2)=[O:7])([CH3:4])([CH3:3])[CH3:2].[C:16]1([C:26](O)=[O:27])[C:25]2[C:20](=[CH:21][CH:22]=[CH:23][CH:24]=2)[CH:19]=[CH:18][N:17]=1, predict the reaction product. The product is: [C:1]([O:5][C:6]([N:8]1[C@H:13]([CH2:14][NH:15][C:26]([C:16]2[C:25]3[C:20](=[CH:21][CH:22]=[CH:23][CH:24]=3)[CH:19]=[CH:18][N:17]=2)=[O:27])[CH2:12][C@H:11]2[C@@H:9]1[CH2:10]2)=[O:7])([CH3:4])([CH3:3])[CH3:2]. (4) Given the reactants [N+:1]([C:4]1[CH:5]=[C:6]([C:14]2[O:18][CH:17]=[N:16][CH:15]=2)[CH:7]=[C:8]([C:10]([F:13])([F:12])[F:11])[CH:9]=1)([O-])=O, predict the reaction product. The product is: [O:18]1[C:14]([C:6]2[CH:5]=[C:4]([CH:9]=[C:8]([C:10]([F:11])([F:12])[F:13])[CH:7]=2)[NH2:1])=[CH:15][N:16]=[CH:17]1. (5) Given the reactants O=[C:2]([CH:8]1[C:17](=O)[C:16]2[N:15]=[C:14]([C:19]3[CH:20]=[N:21][N:22]([C:24]4[CH:25]=[N:26][CH:27]=[CH:28][CH:29]=4)[CH:23]=3)[CH:13]=[CH:12][C:11]=2[CH2:10][CH2:9]1)[C:3]([O:5][CH2:6][CH3:7])=[O:4].O.[NH2:31][NH2:32], predict the reaction product. The product is: [N:26]1[CH:27]=[CH:28][CH:29]=[C:24]([N:22]2[CH:23]=[C:19]([C:14]3[CH:13]=[CH:12][C:11]4[CH2:10][CH2:9][C:8]5=[C:2]([C:3]([O:5][CH2:6][CH3:7])=[O:4])[NH:31][N:32]=[C:17]5[C:16]=4[N:15]=3)[CH:20]=[N:21]2)[CH:25]=1. (6) Given the reactants [F:1][C:2]1[CH:10]=[C:9]2[C:5]([CH:6]=[N:7][N:8]2[CH3:11])=[C:4]([C:12](=O)[CH3:13])[CH:3]=1.Cl.[NH2:16][OH:17].CC([O-])=O.[Na+], predict the reaction product. The product is: [F:1][C:2]1[CH:10]=[C:9]2[C:5]([CH:6]=[N:7][N:8]2[CH3:11])=[C:4]([C:12](=[N:16][OH:17])[CH3:13])[CH:3]=1. (7) Given the reactants [F:1][C:2]1[CH:10]=[CH:9][C:5]([C:6](Cl)=[O:7])=[CH:4][CH:3]=1.[Cl:11][C:12]1[CH:13]=[C:14]([CH:16]=[CH:17][C:18]=1[Cl:19])[NH2:15], predict the reaction product. The product is: [Cl:11][C:12]1[CH:13]=[C:14]([NH:15][C:6](=[O:7])[C:5]2[CH:9]=[CH:10][C:2]([F:1])=[CH:3][CH:4]=2)[CH:16]=[CH:17][C:18]=1[Cl:19]. (8) Given the reactants [C:1]([O:5][C:6]([NH:8][C:9]1([C:15]([OH:17])=O)[CH2:14][CH2:13][O:12][CH2:11][CH2:10]1)=[O:7])([CH3:4])([CH3:3])[CH3:2].CN(C(ON1N=NC2C=CC=NC1=2)=[N+](C)C)C.F[P-](F)(F)(F)(F)F.[CH3:42][C:43]1[CH:44]=[C:45]([CH:50]2[CH2:55][NH:54][CH2:53][CH:52]([NH:56][C:57](=[O:64])[C:58]3[CH:63]=[CH:62][CH:61]=[CH:60][CH:59]=3)[CH2:51]2)[CH:46]=[CH:47][C:48]=1[CH3:49], predict the reaction product. The product is: [CH3:42][C:43]1[CH:44]=[C:45]([CH:50]2[CH2:51][CH:52]([NH:56][C:57]([C:58]3[CH:59]=[CH:60][CH:61]=[CH:62][CH:63]=3)=[O:64])[CH2:53][N:54]([C:15]([C:9]3([NH:8][C:6](=[O:7])[O:5][C:1]([CH3:2])([CH3:3])[CH3:4])[CH2:10][CH2:11][O:12][CH2:13][CH2:14]3)=[O:17])[CH2:55]2)[CH:46]=[CH:47][C:48]=1[CH3:49].